This data is from Reaction yield outcomes from USPTO patents with 853,638 reactions. The task is: Predict the reaction yield, written as a fraction of the theoretical maximum amount of product (1.0 means a 100% yield; for example, 0.34 means a 34% yield). (1) The reactants are [NH2:1][C:2]1[CH:14]=[C:13]([CH3:15])[C:5]([C:6]([O:8][C:9]([CH3:12])([CH3:11])[CH3:10])=[O:7])=[C:4]([Cl:16])[N:3]=1.Br[CH2:18][C:19](=O)[C:20]([O:22][CH2:23][CH3:24])=[O:21]. The catalyst is CCO. The product is [Cl:16][C:4]1[N:3]2[CH:18]=[C:19]([C:20]([O:22][CH2:23][CH3:24])=[O:21])[N:1]=[C:2]2[CH:14]=[C:13]([CH3:15])[C:5]=1[C:6]([O:8][C:9]([CH3:11])([CH3:12])[CH3:10])=[O:7]. The yield is 0.700. (2) The reactants are C(O[C@@H]1[C@H](OC(=O)C)[C@@H](COC(=O)C)O[C@H]1[N:19]1[CH:27]=[N:26][C:25]2[C:20]1=[N:21][C:22]([Cl:29])=[N:23][C:24]=2Cl)(=O)C.[C:30]1([CH:36]([CH3:43])[CH2:37][C:38]2[NH:39][CH:40]=[CH:41][N:42]=2)[CH:35]=[CH:34][CH:33]=[CH:32][CH:31]=1.C(Cl)(C)=O. The catalyst is CC#N.CC(O)=O. The product is [Cl:29][C:22]1[N:21]=[C:20]2[C:25]([NH:26][CH:27]=[N:19]2)=[C:24]([N:39]2[CH:40]=[CH:41][N:42]=[C:38]2[CH2:37][CH:36]([C:30]2[CH:35]=[CH:34][CH:33]=[CH:32][CH:31]=2)[CH3:43])[N:23]=1. The yield is 0.620.